From a dataset of Reaction yield outcomes from USPTO patents with 853,638 reactions. Predict the reaction yield, written as a fraction of the theoretical maximum amount of product (1.0 means a 100% yield; for example, 0.34 means a 34% yield). The reactants are C([N-]C(C)C)(C)C.[Li+].[C:9]([O:12][CH2:13][CH3:14])(=[O:11])[CH3:10].CN1C(=O)N(C)CCC1.I[CH2:25][C:26]1[N:30]([CH3:31])[N:29]=[C:28]([C:32]2[CH:37]=[CH:36][C:35]([O:38][C:39]([F:42])([F:41])[F:40])=[CH:34][CH:33]=2)[CH:27]=1. The catalyst is O1CCCC1.CCCCCCC.C(C1C=CC=CC=1)C.O1CCCC1. The product is [CH2:13]([O:12][C:9](=[O:11])[CH2:10][CH2:25][C:26]1[N:30]([CH3:31])[N:29]=[C:28]([C:32]2[CH:33]=[CH:34][C:35]([O:38][C:39]([F:41])([F:40])[F:42])=[CH:36][CH:37]=2)[CH:27]=1)[CH3:14]. The yield is 0.400.